Predict the reactants needed to synthesize the given product. From a dataset of Full USPTO retrosynthesis dataset with 1.9M reactions from patents (1976-2016). (1) Given the product [Br:1][C:2]1[CH:3]=[C:4]([NH:10][C:11]2[CH:16]=[CH:15][C:14]([N:17]3[CH2:18][CH2:19][N:20]([CH2:23][CH2:24][OH:25])[CH2:21][CH2:22]3)=[CH:13][N:12]=2)[C:5](=[O:9])[N:6]([CH3:8])[CH:7]=1, predict the reactants needed to synthesize it. The reactants are: [Br:1][C:2]1[CH:3]=[C:4]([NH:10][C:11]2[CH:16]=[CH:15][C:14]([N:17]3[CH2:22][CH2:21][N:20]([CH2:23][CH2:24][O:25][Si](C(C)(C)C)(C)C)[CH2:19][CH2:18]3)=[CH:13][N:12]=2)[C:5](=[O:9])[N:6]([CH3:8])[CH:7]=1.CC1(C)[C@@]2(CS(O)(=O)=O)C(C[C@@H]1CC2)=O.O. (2) Given the product [CH2:1]([O:3][C:4](=[O:17])[CH2:5][CH2:6][CH:7]1[NH:8][CH2:9][CH:10]([C:11]([O:13][CH3:14])=[O:12])[CH2:15][CH2:16]1)[CH3:2], predict the reactants needed to synthesize it. The reactants are: [CH2:1]([O:3][C:4](=[O:17])/[CH:5]=[CH:6]/[C:7]1[CH:16]=[CH:15][C:10]([C:11]([O:13][CH3:14])=[O:12])=[CH:9][N:8]=1)[CH3:2].[H][H].